This data is from Catalyst prediction with 721,799 reactions and 888 catalyst types from USPTO. The task is: Predict which catalyst facilitates the given reaction. Reactant: [Cl:1][C:2]1[CH:3]=[C:4]2[C:9](=[CH:10][C:11]=1[O:12][C:13]1[CH:18]=[CH:17][C:16]([C:19](=[O:29])[NH:20][CH:21]3[CH2:26][CH2:25][C:24]([CH3:28])([CH3:27])[CH2:23][CH2:22]3)=[CH:15][CH:14]=1)[O:8][CH2:7][CH2:6][CH:5]2[C:30]([O:32]CC)=[O:31].[OH-].[Na+]. Product: [Cl:1][C:2]1[CH:3]=[C:4]2[C:9](=[CH:10][C:11]=1[O:12][C:13]1[CH:14]=[CH:15][C:16]([C:19](=[O:29])[NH:20][CH:21]3[CH2:22][CH2:23][C:24]([CH3:28])([CH3:27])[CH2:25][CH2:26]3)=[CH:17][CH:18]=1)[O:8][CH2:7][CH2:6][CH:5]2[C:30]([OH:32])=[O:31]. The catalyst class is: 242.